From a dataset of Reaction yield outcomes from USPTO patents with 853,638 reactions. Predict the reaction yield, written as a fraction of the theoretical maximum amount of product (1.0 means a 100% yield; for example, 0.34 means a 34% yield). (1) The reactants are [OH:1][C:2]1[CH:28]=[CH:27][C:5]([C:6]([C:8]2[CH:26]=[CH:25][C:11]([O:12][CH:13]3[CH2:17][CH2:16][N:15](C(OC(C)(C)C)=O)[CH2:14]3)=[CH:10][CH:9]=2)=O)=[CH:4][CH:3]=1.[C:29]([C:33]1[CH:38]=[CH:37][CH:36]=[CH:35][CH:34]=1)(=O)[CH2:30][CH3:31]. No catalyst specified. The product is [C:33]1([C:29]([CH2:30][CH3:31])=[C:6]([C:5]2[CH:4]=[CH:3][C:2]([OH:1])=[CH:28][CH:27]=2)[C:8]2[CH:9]=[CH:10][C:11]([O:12][CH:13]3[CH2:17][CH2:16][NH:15][CH2:14]3)=[CH:25][CH:26]=2)[CH:38]=[CH:37][CH:36]=[CH:35][CH:34]=1. The yield is 0.860. (2) The reactants are [Br:1][C:2]1[CH:23]=[CH:22][C:5]([O:6][CH2:7][CH:8]2[CH2:13][CH2:12][N:11]([CH2:14][C:15]3(O)[CH2:20][CH2:19][CH2:18][CH2:17][CH2:16]3)[CH2:10][CH2:9]2)=[CH:4][CH:3]=1.COCCN(S(F)(F)[F:34])CCOC.C([O-])(O)=O.[Na+]. The catalyst is C(Cl)Cl. The product is [Br:1][C:2]1[CH:23]=[CH:22][C:5]([O:6][CH2:7][CH:8]2[CH2:13][CH2:12][N:11]([CH2:14][C:15]3([F:34])[CH2:20][CH2:19][CH2:18][CH2:17][CH2:16]3)[CH2:10][CH2:9]2)=[CH:4][CH:3]=1. The yield is 0.250. (3) The reactants are [F:1][C:2]1[CH:3]=[C:4]([CH:7]=[CH:8][C:9]=1[O:10][CH2:11][C:12]1[CH:17]=[CH:16][C:15]([F:18])=[CH:14][N:13]=1)[CH:5]=O.[N+:19]([CH3:22])([O-:21])=[O:20].C([O-])(=O)C.[NH4+].[BH4-].[Na+]. The catalyst is O.C(O)(=O)C.CS(C)=O.C(OCC)(=O)C. The product is [F:18][C:15]1[CH:16]=[CH:17][C:12]([CH2:11][O:10][C:9]2[CH:8]=[CH:7][C:4]([CH2:5][CH2:22][N+:19]([O-:21])=[O:20])=[CH:3][C:2]=2[F:1])=[N:13][CH:14]=1. The yield is 0.460. (4) The reactants are [OH:1][C:2]1[CH:3]=[C:4]([NH:8][C:9]2[N:14]=[C:13]([NH:15][C:16]3[CH:21]=[CH:20][CH:19]=[C:18]([OH:22])[CH:17]=3)[C:12]([F:23])=[CH:11][N:10]=2)[CH:5]=[CH:6][CH:7]=1.OC1C=C(C=CC=1[C:32]([O:34][CH3:35])=[O:33])N.ClC1N=C(Cl)C(F)=CN=1. No catalyst specified. The product is [OH:1][C:2]1[CH:3]=[C:4]([NH:8][C:9]2[N:14]=[C:13]([NH:15][C:16]3[CH:21]=[CH:20][C:19]([C:32]([O:34][CH3:35])=[O:33])=[C:18]([OH:22])[CH:17]=3)[C:12]([F:23])=[CH:11][N:10]=2)[CH:5]=[CH:6][C:7]=1[C:32]([O:34][CH3:35])=[O:33]. The yield is 0.410. (5) The reactants are [N+:1]([C:4]1[CH:9]=[CH:8][C:7]([NH:10][CH:11]2[CH2:16][CH2:15][CH:14]([O:17][CH2:18][C:19](O)=[O:20])[CH2:13][CH2:12]2)=[CH:6][C:5]=1[C:22]([F:25])([F:24])[F:23])([O-:3])=[O:2].CCN=C=NCCCN(C)C.Cl.C1C=CC2N(O)N=NC=2C=1.C(N(CC)CC)C.[NH2:55][CH2:56][CH2:57][N:58]([CH2:70][CH2:71]Cl)[C:59]1[CH:68]=[CH:67][C:66]2[C:61](=[CH:62][CH:63]=[C:64]([Cl:69])[CH:65]=2)[N:60]=1. The catalyst is ClCCl. The product is [Cl:69][C:64]1[CH:65]=[C:66]2[C:61](=[CH:62][CH:63]=1)[N:60]=[C:59]([N:58]1[CH2:70][CH2:71][N:55]([C:19](=[O:20])[CH2:18][O:17][CH:14]3[CH2:13][CH2:12][CH:11]([NH:10][C:7]4[CH:8]=[CH:9][C:4]([N+:1]([O-:3])=[O:2])=[C:5]([C:22]([F:23])([F:24])[F:25])[CH:6]=4)[CH2:16][CH2:15]3)[CH2:56][CH2:57]1)[CH:68]=[CH:67]2. The yield is 0.420. (6) The reactants are CS([O:5][CH2:6][CH2:7][O:8][CH2:9][CH2:10][O:11][CH2:12][CH2:13][O:14][CH2:15][CH2:16][N:17]=[N+:18]=[N-:19])(=O)=O.C([O-])([O-])=O.[Cs+].[Cs+].O[C:27]1[CH:32]=[CH:31][C:30]([C:33]2[NH:34][C:35](=[O:45])[C:36]3[C:41]([CH:42]=2)=[CH:40][CH:39]=[C:38]([O:43][CH3:44])[CH:37]=3)=[CH:29][CH:28]=1.O. The catalyst is CN(C=O)C. The product is [N:17]([CH2:16][CH2:15][O:14][CH2:13][CH2:12][O:11][CH2:10][CH2:9][O:8][CH2:7][CH2:6][O:5][C:27]1[CH:28]=[CH:29][C:30]([C:33]2[NH:34][C:35](=[O:45])[C:36]3[C:41]([CH:42]=2)=[CH:40][CH:39]=[C:38]([O:43][CH3:44])[CH:37]=3)=[CH:31][CH:32]=1)=[N+:18]=[N-:19]. The yield is 0.230. (7) The reactants are [CH3:1][O:2][C:3]1[CH:4]=[C:5]2[C:10](=[CH:11][CH:12]=1)[C:9](=[O:13])[CH2:8][CH2:7][CH2:6]2.[B-](F)(F)(F)[F:15].[B-](F)(F)(F)F.C1[N+]2(CCl)CC[N+](F)(CC2)C1. The catalyst is C(#N)C. The product is [F:15][C:4]1[C:3]([O:2][CH3:1])=[CH:12][CH:11]=[C:10]2[C:5]=1[CH2:6][CH2:7][CH2:8][C:9]2=[O:13]. The yield is 0.360.